From a dataset of Reaction yield outcomes from USPTO patents with 853,638 reactions. Predict the reaction yield, written as a fraction of the theoretical maximum amount of product (1.0 means a 100% yield; for example, 0.34 means a 34% yield). (1) The reactants are CC([N:5]([CH2:9][CH2:10][CH2:11][N:12]1[CH2:17][CH2:16][CH:15]([O:18][C:19]2[CH:20]=[C:21]([CH2:29][CH2:30][CH2:31][CH3:32])[CH:22]=[C:23]3[C:28]=2[N:27]=[CH:26][CH:25]=[CH:24]3)[CH2:14][CH2:13]1)C(=O)[O-])(C)C.Cl. The catalyst is O1CCOCC1. The product is [CH2:29]([C:21]1[CH:22]=[C:23]2[C:28](=[C:19]([O:18][CH:15]3[CH2:16][CH2:17][N:12]([CH2:11][CH2:10][CH2:9][NH2:5])[CH2:13][CH2:14]3)[CH:20]=1)[N:27]=[CH:26][CH:25]=[CH:24]2)[CH2:30][CH2:31][CH3:32]. The yield is 0.760. (2) The reactants are Br[CH2:2][C:3]1[CH:4]=[C:5]([CH:8]=[CH:9][CH:10]=1)[C:6]#[N:7].[CH2:11]([NH2:13])[CH3:12]. The catalyst is C1COCC1. The product is [CH2:11]([NH:13][CH2:2][C:3]1[CH:4]=[C:5]([CH:8]=[CH:9][CH:10]=1)[C:6]#[N:7])[CH3:12]. The yield is 0.730.